This data is from Catalyst prediction with 721,799 reactions and 888 catalyst types from USPTO. The task is: Predict which catalyst facilitates the given reaction. (1) Reactant: [Br-].[CH2:2]([O:4][C:5]1[CH:30]=[CH:29][C:8]([CH2:9][P+](C2C=CC=CC=2)(C2C=CC=CC=2)C2C=CC=CC=2)=[CH:7][CH:6]=1)[CH3:3].C[Si]([N-][Si](C)(C)C)(C)C.[Na+].O=[C:42]1[CH2:47][CH2:46][CH2:45][CH:44]([C:48]([O:50][CH2:51][C:52]2[CH:57]=[CH:56][CH:55]=[CH:54][CH:53]=2)=[O:49])[CH2:43]1.C(OCC)(=O)C. Product: [CH2:2]([O:4][C:5]1[CH:6]=[CH:7][C:8]([CH:9]=[C:42]2[CH2:47][CH2:46][CH2:45][CH:44]([C:48]([O:50][CH2:51][C:52]3[CH:53]=[CH:54][CH:55]=[CH:56][CH:57]=3)=[O:49])[CH2:43]2)=[CH:29][CH:30]=1)[CH3:3]. The catalyst class is: 359. (2) Reactant: C(Cl)(=O)C([Cl:4])=O.Cl[C:8]1[CH:17]=[CH:16][C:15]2[N:14]=[C:13]([CH3:18])[CH:12]=[CH:11][C:10]=2[C:9]=1[C:19]([OH:21])=O.[C:22]12([CH2:32][NH2:33])[CH2:31][CH:26]3[CH2:27][CH:28]([CH2:30][CH:24]([CH2:25]3)[CH2:23]1)[CH2:29]2.C(N(CC)CC)C. Product: [C:22]12([CH2:32][NH:33][C:19]([C:9]3[C:10]4[CH:11]=[C:12]([Cl:4])[C:13]([CH3:18])=[N:14][C:15]=4[CH:16]=[CH:17][CH:8]=3)=[O:21])[CH2:29][CH:28]3[CH2:27][CH:26]([CH2:25][CH:24]([CH2:30]3)[CH2:23]1)[CH2:31]2. The catalyst class is: 204. (3) Reactant: [F:1][C:2]([F:13])([F:12])[C:3]1[CH:4]=[C:5]([NH:10]N)[CH:6]=[C:7]([F:9])[CH:8]=1.[CH3:14][CH:15]([C:24](=O)[CH3:25])[CH2:16][CH2:17][CH2:18][CH2:19][CH2:20][C:21]([OH:23])=[O:22]. Product: [F:1][C:2]([F:13])([F:12])[C:3]1[CH:8]=[C:7]([F:9])[CH:6]=[C:5]2[C:4]=1[C:15]([CH2:16][CH2:17][CH2:18][CH2:19][CH2:20][C:21]([OH:23])=[O:22])([CH3:14])[C:24]([CH3:25])=[N:10]2. The catalyst class is: 15. (4) Reactant: C(Cl)(=O)C.C(OC[O:14][C:15]1[C:16]2[C:20]([C:21]([C:24]3[C:25]([CH3:31])=[N:26][CH:27]=[N:28][C:29]=3[CH3:30])=[CH:22][CH:23]=1)=[N:19][N:18]([CH3:32])[CH:17]=2)C1C=CC=CC=1. Product: [CH3:30][C:29]1[C:24]([C:21]2[C:20]3[C:16](=[CH:17][N:18]([CH3:32])[N:19]=3)[C:15]([OH:14])=[CH:23][CH:22]=2)=[C:25]([CH3:31])[N:26]=[CH:27][N:28]=1. The catalyst class is: 5. (5) Reactant: [CH:1]1([C:4]2[CH:9]=[C:8]([CH2:10][N:11]3C(=O)C4C(=CC=CC=4)C3=O)[CH:7]=[C:6]([C:22]3[CH:23]=[N:24][C:25]([C:28]([F:31])([F:30])[F:29])=[N:26][CH:27]=3)[N:5]=2)[CH2:3][CH2:2]1.O.NN. Product: [CH:1]1([C:4]2[CH:9]=[C:8]([CH2:10][NH2:11])[CH:7]=[C:6]([C:22]3[CH:23]=[N:24][C:25]([C:28]([F:29])([F:31])[F:30])=[N:26][CH:27]=3)[N:5]=2)[CH2:3][CH2:2]1. The catalyst class is: 5. (6) Reactant: [Br:1][C:2]1[CH:3]=[N:4][C:5]([NH2:8])=[N:6][CH:7]=1.N1C(C)=CC=CC=1C.[C:17](Cl)(=[O:19])[CH3:18]. Product: [Br:1][C:2]1[CH:3]=[N:4][C:5]([NH:8][C:17](=[O:19])[CH3:18])=[N:6][CH:7]=1. The catalyst class is: 2. (7) Reactant: Br[CH2:2][C:3]([C:5]1[CH:6]=[CH:7][C:8]2[C:17]3[CH:16]=[C:15]4[CH2:18][CH2:19][CH2:20][C:21](=[O:22])[C:14]4=[CH:13][C:12]=3[O:11][CH2:10][C:9]=2[CH:23]=1)=[O:4].[C:24]([O:28][C:29]([N:31]1[C@@H:35]([CH3:36])[CH2:34][CH2:33][C@H:32]1[C:37]([OH:39])=[O:38])=[O:30])([CH3:27])([CH3:26])[CH3:25].C(N(CC)CC)C. Product: [CH3:36][C@@H:35]1[N:31]([C:29]([O:28][C:24]([CH3:25])([CH3:27])[CH3:26])=[O:30])[C@H:32]([C:37]([O:39][CH2:2][C:3](=[O:4])[C:5]2[CH:6]=[CH:7][C:8]3[C:17]4[CH:16]=[C:15]5[CH2:18][CH2:19][CH2:20][C:21](=[O:22])[C:14]5=[CH:13][C:12]=4[O:11][CH2:10][C:9]=3[CH:23]=2)=[O:38])[CH2:33][CH2:34]1. The catalyst class is: 210.